This data is from Forward reaction prediction with 1.9M reactions from USPTO patents (1976-2016). The task is: Predict the product of the given reaction. (1) Given the reactants CC(C)([O-])C.[K+].[Cl:7][C:8]1[CH:13]=[C:12]([CH2:14][CH3:15])[C:11]([CH2:16][C:17]([N:19]([CH3:28])[N:20]=[C:21]([CH3:27])[C:22]([O:24]CC)=O)=[O:18])=[C:10]([CH2:29][CH3:30])[CH:9]=1, predict the reaction product. The product is: [Cl:7][C:8]1[CH:9]=[C:10]([CH2:29][CH3:30])[C:11]([C:16]2[C:17](=[O:18])[N:19]([CH3:28])[N:20]=[C:21]([CH3:27])[C:22]=2[OH:24])=[C:12]([CH2:14][CH3:15])[CH:13]=1. (2) The product is: [C:17]([O:25][CH2:26][CH2:27][O:28][C:29]1[CH:34]=[CH:33][CH:32]=[C:31]([CH2:35][N:1]2[CH2:5][CH2:4][CH:3]([NH:6][C:7]3[CH:16]=[CH:15][CH:14]=[C:13]4[C:8]=3[CH:9]=[CH:10][N:11]=[CH:12]4)[CH2:2]2)[CH:30]=1)(=[O:24])[C:18]1[CH:19]=[CH:20][CH:21]=[CH:22][CH:23]=1. Given the reactants [NH:1]1[CH2:5][CH2:4][CH:3]([NH:6][C:7]2[C:8]3[CH:9]=[CH:10][N:11]=[CH:12][C:13]=3[CH:14]=[CH:15][CH:16]=2)[CH2:2]1.[C:17]([O:25][CH2:26][CH2:27][O:28][C:29]1[CH:34]=[CH:33][CH:32]=[C:31]([CH:35]=O)[CH:30]=1)(=[O:24])[C:18]1[CH:23]=[CH:22][CH:21]=[CH:20][CH:19]=1.C(O[BH-](OC(=O)C)OC(=O)C)(=O)C.[Na+], predict the reaction product. (3) Given the reactants [CH3:1][O:2][C:3]1[CH:4]=[C:5]([NH:11][C:12]2[C:13]3[N:38]=[CH:37][S:36][C:14]=3[N:15]=[C:16]([C:18]3[CH:19]=[C:20]([CH:33]=[CH:34][CH:35]=3)/[CH:21]=[CH:22]/[C:23]3[CH:32]=[CH:31][C:26]([C:27]([O:29]C)=[O:28])=[CH:25][CH:24]=3)[N:17]=2)[CH:6]=[CH:7][C:8]=1[O:9][CH3:10].[OH-].[Na+].Cl, predict the reaction product. The product is: [CH3:1][O:2][C:3]1[CH:4]=[C:5]([NH:11][C:12]2[C:13]3[N:38]=[CH:37][S:36][C:14]=3[N:15]=[C:16]([C:18]3[CH:19]=[C:20]([CH:33]=[CH:34][CH:35]=3)/[CH:21]=[CH:22]/[C:23]3[CH:32]=[CH:31][C:26]([C:27]([OH:29])=[O:28])=[CH:25][CH:24]=3)[N:17]=2)[CH:6]=[CH:7][C:8]=1[O:9][CH3:10]. (4) Given the reactants [NH2:1][C:2]1[CH:3]=[CH:4][C:5](Br)=[C:6]2[C:11]=1[C:10](=[O:12])[N:9]([CH3:13])[CH:8]=[CH:7]2, predict the reaction product. The product is: [NH2:1][C:2]1[CH:3]=[CH:4][CH:5]=[C:6]2[C:11]=1[C:10](=[O:12])[N:9]([CH3:13])[CH:8]=[CH:7]2. (5) The product is: [N:24]1([C:30]([NH:2][C@@H:3]([CH2:7][Si:8]([CH3:11])([CH3:10])[CH3:9])[C:4]([OH:6])=[O:5])=[O:31])[CH2:29][CH2:28][O:27][CH2:26][CH2:25]1.[N:24]1([C:33]([OH:35])=[O:34])[CH2:29][CH2:28][O:27][CH2:26][CH2:25]1. Given the reactants Br.[NH2:2][C@@H:3]([CH2:7][Si:8]([CH3:11])([CH3:10])[CH3:9])[C:4]([OH:6])=[O:5].CN([Si](C)(C)C)C(=O)C(F)(F)F.[N:24]1([C:30](Cl)=[O:31])[CH2:29][CH2:28][O:27][CH2:26][CH2:25]1.[C:33](=[O:35])=[O:34], predict the reaction product. (6) Given the reactants [NH2:1][C:2]1[S:3][C:4]([C:8]2[CH:13]=[CH:12][N:11]=[C:10]([NH:14][C:15]3[CH:20]=[CH:19][CH:18]=[C:17]([N+:21]([O-:23])=[O:22])[CH:16]=3)[N:9]=2)=[C:5]([CH3:7])[N:6]=1.[Cl:24][CH2:25][C:26](Cl)=[O:27].N1C=CC=CC=1.CC#N, predict the reaction product. The product is: [Cl:24][CH2:25][C:26]([NH:1][C:2]1[S:3][C:4]([C:8]2[CH:13]=[CH:12][N:11]=[C:10]([NH:14][C:15]3[CH:20]=[CH:19][CH:18]=[C:17]([N+:21]([O-:23])=[O:22])[CH:16]=3)[N:9]=2)=[C:5]([CH3:7])[N:6]=1)=[O:27].